Dataset: Full USPTO retrosynthesis dataset with 1.9M reactions from patents (1976-2016). Task: Predict the reactants needed to synthesize the given product. (1) Given the product [F:38][C:36]1[CH:35]=[CH:34][C:33]([CH:39]=[O:40])=[C:32]([C:31]#[C:30][C:27]2[CH:26]=[CH:25][C:24]([S:21]([N:18]3[CH2:19][CH2:20][NH:15][CH2:16][CH2:17]3)(=[O:23])=[O:22])=[CH:29][CH:28]=2)[CH:37]=1, predict the reactants needed to synthesize it. The reactants are: FC(F)(F)C(O)=O.C(OC([N:15]1[CH2:20][CH2:19][N:18]([S:21]([C:24]2[CH:29]=[CH:28][C:27]([C:30]#[C:31][C:32]3[CH:37]=[C:36]([F:38])[CH:35]=[CH:34][C:33]=3[CH:39]=[O:40])=[CH:26][CH:25]=2)(=[O:23])=[O:22])[CH2:17][CH2:16]1)=O)(C)(C)C. (2) Given the product [C:1]([O:5][C:6]([N:8]1[CH2:13][CH2:12][N:11]([S:25]([CH2:24][CH2:23][CH2:22][Cl:21])(=[O:27])=[O:26])[CH2:10][CH2:9]1)=[O:7])([CH3:4])([CH3:2])[CH3:3], predict the reactants needed to synthesize it. The reactants are: [C:1]([O:5][C:6]([N:8]1[CH2:13][CH2:12][NH:11][CH2:10][CH2:9]1)=[O:7])([CH3:4])([CH3:3])[CH3:2].C(N(CC)CC)C.[Cl:21][CH2:22][CH2:23][CH2:24][S:25](Cl)(=[O:27])=[O:26]. (3) Given the product [N:22]1([C:2]2[CH:11]=[C:10]3[C:5]([CH:6]=[CH:7][C:8]([C:12]([OH:14])=[O:13])=[N:9]3)=[CH:4][CH:3]=2)[CH2:26][CH2:25][CH2:24][CH2:23]1, predict the reactants needed to synthesize it. The reactants are: Br[C:2]1[CH:11]=[C:10]2[C:5]([CH:6]=[CH:7][C:8]([C:12]([O:14]C)=[O:13])=[N:9]2)=[CH:4][CH:3]=1.C([O-])([O-])=O.[Cs+].[Cs+].[NH:22]1[CH2:26][CH2:25][CH2:24][CH2:23]1.Cl. (4) Given the product [Cl:1][C:2]1[CH:7]=[CH:6][C:5]([C:8]2[C:12]3[CH:13]=[CH:14][C:15]([CH2:17][CH2:18][CH2:19][CH2:20][N:27]([CH3:26])[CH2:28][CH2:29][CH3:30])=[CH:16][C:11]=3[S:10][N:9]=2)=[CH:4][CH:3]=1, predict the reactants needed to synthesize it. The reactants are: [Cl:1][C:2]1[CH:7]=[CH:6][C:5]([C:8]2[C:12]3[CH:13]=[CH:14][C:15]([CH2:17][CH2:18][CH2:19][CH2:20]OS(C)(=O)=O)=[CH:16][C:11]=3[S:10][N:9]=2)=[CH:4][CH:3]=1.[CH3:26][NH:27][CH2:28][CH2:29][CH3:30]. (5) Given the product [CH:2]1([CH2:5][O:6][NH:7][S:26]([C:19]2[CH:20]=[CH:21][C:22]([F:25])=[C:23]([F:24])[C:18]=2[F:17])(=[O:28])=[O:27])[CH2:4][CH2:3]1, predict the reactants needed to synthesize it. The reactants are: Cl.[CH:2]1([CH2:5][O:6][NH2:7])[CH2:4][CH2:3]1.C(N(C(C)C)CC)(C)C.[F:17][C:18]1[C:23]([F:24])=[C:22]([F:25])[CH:21]=[CH:20][C:19]=1[S:26](Cl)(=[O:28])=[O:27]. (6) Given the product [S:4]1[C:5]2[CH:11]=[CH:10][CH:9]=[CH:8][C:6]=2[N:7]=[C:2]([N:1]=[C:14]([N:13]([CH3:17])[CH3:12])[CH3:15])[CH2:3]1, predict the reactants needed to synthesize it. The reactants are: [NH2:1][C:2]1[CH2:3][S:4][C:5]2[CH:11]=[CH:10][CH:9]=[CH:8][C:6]=2[N:7]=1.[CH3:12][N:13]([CH3:17])[C:14](=O)[CH3:15].